Dataset: Reaction yield outcomes from USPTO patents with 853,638 reactions. Task: Predict the reaction yield, written as a fraction of the theoretical maximum amount of product (1.0 means a 100% yield; for example, 0.34 means a 34% yield). (1) The reactants are [CH:1]1([C:7]2[C:15]3[C:10](=[N:11][C:12]([C:16]#[N:17])=[CH:13][CH:14]=3)[NH:9][CH:8]=2)[CH2:6][CH2:5][CH2:4][CH2:3][CH2:2]1.[H-].[Na+].Br[CH2:21][CH2:22][O:23][CH2:24][C:25]1[CH:30]=[CH:29][CH:28]=[CH:27][CH:26]=1.O. The catalyst is CN(C)C=O. The product is [CH2:24]([O:23][CH2:22][CH2:21][N:9]1[C:10]2=[N:11][C:12]([C:16]#[N:17])=[CH:13][CH:14]=[C:15]2[C:7]([CH:1]2[CH2:2][CH2:3][CH2:4][CH2:5][CH2:6]2)=[CH:8]1)[C:25]1[CH:30]=[CH:29][CH:28]=[CH:27][CH:26]=1. The yield is 0.900. (2) The yield is 1.00. The product is [CH2:8]([O:10][CH:11]([O:14][CH2:15][CH3:16])[CH2:12][O:7][C:1]1[CH:6]=[CH:5][CH:4]=[CH:3][CH:2]=1)[CH3:9]. The reactants are [C:1]1([OH:7])[CH:6]=[CH:5][CH:4]=[CH:3][CH:2]=1.[CH2:8]([O:10][CH:11]([O:14][CH2:15][CH3:16])[CH2:12]Cl)[CH3:9].C(=O)([O-])[O-].[K+].[K+].[I-].[K+]. The catalyst is [OH-].[Na+].CN(C)C=O. (3) The reactants are [NH2:1][C:2]1[CH:7]=[CH:6][C:5]([C:8]([C:10]2[CH:19]=[CH:18][CH:17]=[CH:16][C:11]=2[C:12]([O:14][CH3:15])=[O:13])=[O:9])=[CH:4][C:3]=1N(C(OC(C)(C)C)=O)C.FC(F)(F)[C:31]([OH:33])=[O:32].[C:36](=O)(O)[O-].[Na+].Cl.CN(C)CC[CH2:46][N:47]=[C:48]=[N:49]CC. The catalyst is ClCCl.CN(C)C=O. The product is [CH3:46][N:47]1[C:3]2[CH:4]=[C:5]([C:8]([C:10]3[CH:19]=[CH:18][CH:17]=[CH:16][C:11]=3[C:12]([O:14][CH3:15])=[O:13])=[O:9])[CH:6]=[CH:7][C:2]=2[N:1]=[C:48]1[NH:49][C:31]([O:33][CH3:36])=[O:32]. The yield is 0.310.